Dataset: Reaction yield outcomes from USPTO patents with 853,638 reactions. Task: Predict the reaction yield, written as a fraction of the theoretical maximum amount of product (1.0 means a 100% yield; for example, 0.34 means a 34% yield). (1) The reactants are [CH:1]([C:4]1[CH:9]=[CH:8][C:7]([CH:10]2[C:14]3[C:15]([CH3:21])=[C:16]([NH2:20])[C:17]([CH3:19])=[CH:18][C:13]=3[O:12][CH2:11]2)=[CH:6][CH:5]=1)([CH3:3])[CH3:2]. The catalyst is C(O)C. The product is [CH:1]([C:4]1[CH:5]=[CH:6][C:7]([C@@H:10]2[C:14]3[C:15]([CH3:21])=[C:16]([NH2:20])[C:17]([CH3:19])=[CH:18][C:13]=3[O:12][CH2:11]2)=[CH:8][CH:9]=1)([CH3:3])[CH3:2]. The yield is 0.340. (2) The reactants are [Cl:1][C:2]1[CH:7]=[CH:6][CH:5]=[CH:4][C:3]=1[C:8]1[CH:12]=[CH:11][NH:10][N:9]=1.C1C(=O)N([Br:20])C(=O)C1.S([O-])([O-])(=O)=S.[Na+].[Na+]. The catalyst is C(Cl)Cl. The product is [Br:20][C:12]1[C:8]([C:3]2[CH:4]=[CH:5][CH:6]=[CH:7][C:2]=2[Cl:1])=[N:9][NH:10][CH:11]=1. The yield is 0.990. (3) The reactants are [NH2:1][C:2]1[CH:6]=[C:5]([CH3:7])[NH:4][C:3]=1[C:8]([O:10]CC)=O.[CH3:13][O:14][C:15]([NH:17][C:18](=[N:21]C(OC)=O)SC)=[O:16].CC(O)=O.C[O-].[Na+]. The catalyst is CO. The product is [CH3:7][C:5]1[NH:4][C:3]2[C:8](=[O:10])[NH:21][C:18]([NH:17][C:15](=[O:16])[O:14][CH3:13])=[N:1][C:2]=2[CH:6]=1. The yield is 0.690. (4) The product is [CH:1]1([CH2:4][N:5]([CH2:7][C:8]2[C:20]3[C:19]4[CH2:18][CH2:17][N:16]([OH:21])[C:15](=[O:30])[C:14]=4[N:13]=[CH:12][C:11]=3[N:10]([CH2:31][C:32]3[CH:33]=[CH:34][C:35]([F:38])=[CH:36][CH:37]=3)[CH:9]=2)[CH3:6])[CH2:3][CH2:2]1. The catalyst is CO.Cl. The yield is 0.350. The reactants are [CH:1]1([CH2:4][N:5]([CH2:7][C:8]2[C:20]3[C:19]4[CH2:18][CH2:17][N:16]([O:21]COCC[Si](C)(C)C)[C:15](=[O:30])[C:14]=4[N:13]=[CH:12][C:11]=3[N:10]([CH2:31][C:32]3[CH:37]=[CH:36][C:35]([F:38])=[CH:34][CH:33]=3)[CH:9]=2)[CH3:6])[CH2:3][CH2:2]1. (5) The reactants are [F:1][C:2]1[C:7]2[NH:8]C(=O)[O:10][C:11](=O)[C:6]=2[CH:5]=[CH:4][CH:3]=1.[Br:14][C:15]1[C:16]([CH3:22])=[C:17]([CH:19]=[CH:20][CH:21]=1)[NH2:18]. No catalyst specified. The product is [NH2:8][C:7]1[C:2]([F:1])=[CH:3][CH:4]=[CH:5][C:6]=1[C:11]([NH:18][C:17]1[CH:19]=[CH:20][CH:21]=[C:15]([Br:14])[C:16]=1[CH3:22])=[O:10]. The yield is 0.840. (6) The reactants are C(OC([N:8]1[C@@H:12]([C:13]([CH3:21])=[CH:14][C:15]2[CH:20]=[CH:19][CH:18]=[CH:17][CH:16]=2)[CH2:11][O:10]C1(C)C)=O)(C)(C)C. The catalyst is Cl.O1CCOCC1. The product is [NH2:8][C@@H:12]([C:13]([CH3:21])=[CH:14][C:15]1[CH:20]=[CH:19][CH:18]=[CH:17][CH:16]=1)[CH2:11][OH:10]. The yield is 0.870. (7) The product is [F:11][C:5]1[C:6]([C:8]([OH:10])=[O:9])=[N:7][C:2]([C:14]2[CH:15]=[C:16]([O:19][CH3:20])[CH:17]=[CH:18][C:13]=2[F:12])=[CH:3][CH:4]=1. The catalyst is C1C=CC(P(C2C=CC=CC=2)[C-]2C=CC=C2)=CC=1.C1C=CC(P(C2C=CC=CC=2)[C-]2C=CC=C2)=CC=1.Cl[Pd]Cl.[Fe+2].C(Cl)Cl. The reactants are Br[C:2]1[N:7]=[C:6]([C:8]([OH:10])=[O:9])[C:5]([F:11])=[CH:4][CH:3]=1.[F:12][C:13]1[CH:18]=[CH:17][C:16]([O:19][CH3:20])=[CH:15][C:14]=1B(O)O. The yield is 0.890. (8) The reactants are [O:1]1[CH2:6][CH2:5][N:4]([CH2:7][CH2:8][N:9]([C:14]2[CH:15]=[CH:16][C:17]([C:30]([F:33])([F:32])[F:31])=[C:18]([CH:29]=2)[C:19]([O:21]CC2C=CC=CC=2)=[O:20])[S:10]([CH3:13])(=[O:12])=[O:11])[CH2:3][CH2:2]1. The catalyst is CCOC(C)=O.CO.[Pd]. The product is [O:1]1[CH2:2][CH2:3][N:4]([CH2:7][CH2:8][N:9]([C:14]2[CH:15]=[CH:16][C:17]([C:30]([F:31])([F:33])[F:32])=[C:18]([CH:29]=2)[C:19]([OH:21])=[O:20])[S:10]([CH3:13])(=[O:12])=[O:11])[CH2:5][CH2:6]1. The yield is 0.770.